Dataset: Full USPTO retrosynthesis dataset with 1.9M reactions from patents (1976-2016). Task: Predict the reactants needed to synthesize the given product. (1) Given the product [CH2:30]([C:2]1[C:15]2[CH2:14][CH2:13][N:12]3[C:8](=[N:9][C:10]([C:16]4[CH:17]=[CH:18][CH:19]=[CH:20][CH:21]=4)=[CH:11]3)[CH:7]([O:22][CH:23]3[CH2:24][CH2:25][N:26]([CH3:29])[CH2:27][CH2:28]3)[C:6]=2[CH:5]=[CH:4][CH:3]=1)[C:31]1[CH:36]=[CH:35][CH:34]=[CH:33][CH:32]=1, predict the reactants needed to synthesize it. The reactants are: Br[C:2]1[C:15]2[CH2:14][CH2:13][N:12]3[C:8](=[N:9][C:10]([C:16]4[CH:21]=[CH:20][CH:19]=[CH:18][CH:17]=4)=[CH:11]3)[CH:7]([O:22][CH:23]3[CH2:28][CH2:27][N:26]([CH3:29])[CH2:25][CH2:24]3)[C:6]=2[CH:5]=[CH:4][CH:3]=1.[CH2:30](B1OC(C)(C)C(C)(C)O1)[C:31]1[CH:36]=[CH:35][CH:34]=[CH:33][CH:32]=1.C(=O)([O-])[O-].[K+].[K+]. (2) Given the product [F:1][C:2]1[C:3]([C:8]([F:11])([F:10])[F:9])=[C:4]([O:5][CH3:6])[N:20]=[CH:18][N:19]=1, predict the reactants needed to synthesize it. The reactants are: [F:1][C:2](F)(F)[C:3]([C:8]([F:11])([F:10])[F:9])=[C:4](F)[O:5][CH3:6].C(O)(=O)C.[CH:18]([NH2:20])=[NH:19].[OH-].[Na+]. (3) The reactants are: [F:1][C:2]([F:52])([F:51])[C:3]1[CH:4]=[C:5]([C@H:13]2[O:17][C:16](=[O:18])[N:15]([CH2:19][C:20]3[C:25]([C:26]4[CH:27]=[C:28]([C:34]5[CH:42]=[CH:41][C:37]([C:38](O)=[O:39])=[CH:36][C:35]=5[CH3:43])[CH:29]=[N:30][C:31]=4[O:32][CH3:33])=[CH:24][N:23]=[C:22]([N:44]4[CH2:49][CH2:48][O:47][CH2:46][CH2:45]4)[N:21]=3)[C@H:14]2[CH3:50])[CH:6]=[C:7]([C:9]([F:12])([F:11])[F:10])[CH:8]=1.C(Cl)CCl.C1C=CC2N(O)N=NC=2C=1.CCN(C(C)C)C(C)C.O.[NH2:77][C:78]1[NH:82][N:81]=[N:80][N:79]=1. Given the product [F:51][C:2]([F:1])([F:52])[C:3]1[CH:4]=[C:5]([C@H:13]2[O:17][C:16](=[O:18])[N:15]([CH2:19][C:20]3[C:25]([C:26]4[CH:27]=[C:28]([C:34]5[CH:42]=[CH:41][C:37]([C:38]([NH:77][C:78]6[NH:82][N:81]=[N:80][N:79]=6)=[O:39])=[CH:36][C:35]=5[CH3:43])[CH:29]=[N:30][C:31]=4[O:32][CH3:33])=[CH:24][N:23]=[C:22]([N:44]4[CH2:49][CH2:48][O:47][CH2:46][CH2:45]4)[N:21]=3)[C@H:14]2[CH3:50])[CH:6]=[C:7]([C:9]([F:11])([F:12])[F:10])[CH:8]=1, predict the reactants needed to synthesize it. (4) Given the product [O:22]=[C:8]([NH:7][C:3]1[CH:2]=[CH:1][CH:6]=[CH:5][CH:4]=1)[CH2:9][CH2:10][CH2:11][CH2:12][CH2:13][NH:14][C:15](=[O:21])[O:16][C:17]([CH3:20])([CH3:19])[CH3:18], predict the reactants needed to synthesize it. The reactants are: [C:1]1(C2C=CC=CC=2)[CH:6]=[CH:5][CH:4]=[C:3]([NH:7][C:8](=[O:22])[CH2:9][CH2:10][CH2:11][CH2:12][CH2:13][NH:14][C:15](=[O:21])[O:16][C:17]([CH3:20])([CH3:19])[CH3:18])[CH:2]=1.C1(C2C=C(C=CC=2)N)C=CC=CC=1. (5) Given the product [F:19][C:2]1([F:1])[C:6]2[N:7]([CH2:14][C:15]([O:17][N:21]3[C:25](=[O:26])[CH2:24][CH2:23][C:22]3=[O:27])=[O:16])[N:8]=[C:9]([C:10]([F:13])([F:11])[F:12])[C:5]=2[C@H:4]2[CH2:18][C@@H:3]12, predict the reactants needed to synthesize it. The reactants are: [F:1][C:2]1([F:19])[C:6]2[N:7]([CH2:14][C:15]([OH:17])=[O:16])[N:8]=[C:9]([C:10]([F:13])([F:12])[F:11])[C:5]=2[C@H:4]2[CH2:18][C@@H:3]12.O[N:21]1[C:25](=[O:26])[CH2:24][CH2:23][C:22]1=[O:27].N1C=CC=CC=1.S(Cl)(Cl)=O.